From a dataset of Full USPTO retrosynthesis dataset with 1.9M reactions from patents (1976-2016). Predict the reactants needed to synthesize the given product. (1) Given the product [C:1]([CH:5]1[CH2:10][CH2:9][N:8]([CH2:12][C:13]2[N:14]([CH3:29])[C:15]3[C:20]([N:21]=2)=[C:19]([N:22]2[CH2:23][CH2:24][O:25][CH2:26][CH2:27]2)[N:18]=[C:17]([Cl:28])[N:16]=3)[CH2:7][CH2:6]1)([CH3:4])([CH3:3])[CH3:2], predict the reactants needed to synthesize it. The reactants are: [C:1]([CH:5]1[CH2:10][CH2:9][NH:8][CH2:7][CH2:6]1)([CH3:4])([CH3:3])[CH3:2].Br[CH2:12][C:13]1[N:14]([CH3:29])[C:15]2[C:20]([N:21]=1)=[C:19]([N:22]1[CH2:27][CH2:26][O:25][CH2:24][CH2:23]1)[N:18]=[C:17]([Cl:28])[N:16]=2. (2) Given the product [C:9]([O:20][C@H:21]([CH2:26][CH2:27][CH2:28][CH2:29][CH2:30][CH2:31][CH2:32][CH2:33][CH2:34][CH2:35][CH3:36])[CH2:22][C:23]([NH:8][C:6](=[O:7])[C@H:3]([CH2:4][OH:5])[NH2:2])=[O:24])(=[O:19])[CH2:10][CH2:11][CH2:12][CH2:13][CH2:14][CH2:15][CH2:16][CH2:17][CH3:18], predict the reactants needed to synthesize it. The reactants are: Cl.[NH2:2][C@H:3]([C:6]([NH2:8])=[O:7])[CH2:4][OH:5].[C:9]([O:20][C@H:21]([CH2:26][CH2:27][CH2:28][CH2:29][CH2:30][CH2:31][CH2:32][CH2:33][CH2:34][CH2:35][CH3:36])[CH2:22][C:23](O)=[O:24])(=[O:19])[CH2:10][CH2:11][CH2:12][CH2:13][CH2:14][CH2:15][CH2:16][CH2:17][CH3:18].CCOC1N(C(OCC)=O)C2C(=CC=CC=2)C=C1. (3) Given the product [F:43][C:44]([F:49])([CH3:48])[C:45]([N:1]1[CH2:6][CH2:5][C:4](=[CH:7][C:8]#[N:9])[CH2:3][CH2:2]1)=[O:46], predict the reactants needed to synthesize it. The reactants are: [NH:1]1[CH2:6][CH2:5][C:4](=[CH:7][C:8]#[N:9])[CH2:3][CH2:2]1.CN(C(ON1N=NC2C=CC=NC1=2)=[N+](C)C)C.F[P-](F)(F)(F)(F)F.CCN(C(C)C)C(C)C.[F:43][C:44]([F:49])([CH3:48])[C:45](O)=[O:46]. (4) Given the product [Si:22]([O:1][C:2]1[C:11]2[O:10][CH2:9][C:8](=[O:12])[NH:7][C:6]=2[CH:5]=[CH:4][CH:3]=1)([C:18]([CH3:21])([CH3:20])[CH3:19])([CH3:24])[CH3:23], predict the reactants needed to synthesize it. The reactants are: [OH:1][C:2]1[C:11]2[O:10][CH2:9][C:8](=[O:12])[NH:7][C:6]=2[CH:5]=[CH:4][CH:3]=1.N1C=CN=C1.[C:18]([Si:22](Cl)([CH3:24])[CH3:23])([CH3:21])([CH3:20])[CH3:19].C(O)(=O)CC(CC(O)=O)(C(O)=O)O.